Dataset: Catalyst prediction with 721,799 reactions and 888 catalyst types from USPTO. Task: Predict which catalyst facilitates the given reaction. (1) Reactant: Cl[C:2]1[C:7]([Cl:8])=[N:6][CH:5]=[CH:4][N:3]=1.[N:9]1([C:15]([O:17][C:18]([CH3:21])([CH3:20])[CH3:19])=[O:16])[CH2:14][CH2:13][NH:12][CH2:11][CH2:10]1. Product: [Cl:8][C:7]1[C:2]([N:12]2[CH2:11][CH2:10][N:9]([C:15]([O:17][C:18]([CH3:21])([CH3:20])[CH3:19])=[O:16])[CH2:14][CH2:13]2)=[N:3][CH:4]=[CH:5][N:6]=1. The catalyst class is: 8. (2) Reactant: P(Cl)(Cl)([Cl:3])=O.[CH3:6][C:7]1[N:12]=[C:11](O)[CH:10]=[C:9]([C:14]2[CH:19]=[CH:18][CH:17]=[CH:16][N:15]=2)[N:8]=1.CN(C)C1C=CC=CC=1. Product: [Cl:3][C:11]1[CH:10]=[C:9]([C:14]2[CH:19]=[CH:18][CH:17]=[CH:16][N:15]=2)[N:8]=[C:7]([CH3:6])[N:12]=1. The catalyst class is: 6. (3) Reactant: Cl[C:2]1[C:11]2[C:6](=[CH:7][C:8]([N+:12]([O-:14])=[O:13])=[CH:9][CH:10]=2)[N:5]=[CH:4][CH:3]=1.[C:15]([O:19][C:20]([N:22]1[CH2:27][CH2:26][NH:25][CH2:24][CH2:23]1)=[O:21])([CH3:18])([CH3:17])[CH3:16].N1CCNCC1. Product: [C:15]([O:19][C:20]([N:22]1[CH2:27][CH2:26][N:25]([C:2]2[C:11]3[C:6](=[CH:7][C:8]([N+:12]([O-:14])=[O:13])=[CH:9][CH:10]=3)[N:5]=[CH:4][CH:3]=2)[CH2:24][CH2:23]1)=[O:21])([CH3:18])([CH3:16])[CH3:17]. The catalyst class is: 61. (4) Reactant: [N+:1]([C:4]1[CH:20]=[CH:19][C:7]([CH2:8][C:9]2[CH:18]=[CH:17][C:12]3[N:13]=[C:14]([NH2:16])[S:15][C:11]=3[CH:10]=2)=[CH:6][CH:5]=1)([O-:3])=[O:2].[Br:21]Br.O. Product: [Br:21][C:17]1[C:12]2[N:13]=[C:14]([NH2:16])[S:15][C:11]=2[CH:10]=[C:9]([CH2:8][C:7]2[CH:19]=[CH:20][C:4]([N+:1]([O-:3])=[O:2])=[CH:5][CH:6]=2)[CH:18]=1. The catalyst class is: 15. (5) Reactant: [F:1][C:2]1[CH:30]=[CH:29][C:5]([CH2:6][NH:7][C:8]([C:10]2[N:11]=[C:12]([C:19]([NH:22][C:23](=[O:28])[C:24]([O:26]C)=O)([CH3:21])[CH3:20])[N:13]([CH3:18])[C:14](=[O:17])[C:15]=2[OH:16])=[O:9])=[CH:4][CH:3]=1.NC([C:35]1[N:36](C)[C:37](=O)C(O)=C(C(NCC2C=CC(F)=CC=2)=O)N=1)(C)C.C(N(CC)CC)C.ClC(=O)C(OC)=O. Product: [F:1][C:2]1[CH:30]=[CH:29][C:5]([CH2:6][NH:7][C:8]([C:10]2[N:11]=[C:12]([C:19]([NH:22][C:23](=[O:28])[C:24]([N:36]([CH3:37])[CH3:35])=[O:26])([CH3:20])[CH3:21])[N:13]([CH3:18])[C:14](=[O:17])[C:15]=2[OH:16])=[O:9])=[CH:4][CH:3]=1. The catalyst class is: 22.